From a dataset of Reaction yield outcomes from USPTO patents with 853,638 reactions. Predict the reaction yield, written as a fraction of the theoretical maximum amount of product (1.0 means a 100% yield; for example, 0.34 means a 34% yield). (1) The reactants are [Cl:1][C:2]1[N:10]([CH2:11][CH:12]=[CH2:13])[C:9]2[C:8](=[O:14])[N:7]([CH3:15])[C:6](=[O:16])[N:5](COCC[Si](C)(C)C)[C:4]=2[N:3]=1.C(O)(C(F)(F)F)=O. The catalyst is C(Cl)Cl. The product is [Cl:1][C:2]1[N:10]([CH2:11][CH:12]=[CH2:13])[C:9]2[C:8](=[O:14])[N:7]([CH3:15])[C:6](=[O:16])[NH:5][C:4]=2[N:3]=1. The yield is 0.450. (2) The reactants are [NH2:1][C:2]1[N:3]([CH3:24])[C:4](=[O:23])[C:5]2([C:15]3[C:10](=[CH:11][CH:12]=[C:13](Br)[CH:14]=3)[O:9][CH:8]([C:17]3[CH:22]=[CH:21][CH:20]=[CH:19][CH:18]=3)[CH2:7]2)[N:6]=1.[N:25]1([C:30]([C:32]2[CH:33]=[C:34](B(O)O)[CH:35]=[CH:36][CH:37]=2)=[O:31])[CH2:29][CH2:28][CH2:27][CH2:26]1. The catalyst is O1CCOCC1.C([O-])([O-])=O.[Cs+].[Cs+].Cl[Pd](Cl)([P](C1C=CC=CC=1)(C1C=CC=CC=1)C1C=CC=CC=1)[P](C1C=CC=CC=1)(C1C=CC=CC=1)C1C=CC=CC=1. The product is [NH2:1][C:2]1[N:3]([CH3:24])[C:4](=[O:23])[C:5]2([C:15]3[C:10](=[CH:11][CH:12]=[C:13]([C:36]4[CH:35]=[CH:34][CH:33]=[C:32]([C:30]([N:25]5[CH2:26][CH2:27][CH2:28][CH2:29]5)=[O:31])[CH:37]=4)[CH:14]=3)[O:9][CH:8]([C:17]3[CH:22]=[CH:21][CH:20]=[CH:19][CH:18]=3)[CH2:7]2)[N:6]=1. The yield is 0.0800.